This data is from Merck oncology drug combination screen with 23,052 pairs across 39 cell lines. The task is: Regression. Given two drug SMILES strings and cell line genomic features, predict the synergy score measuring deviation from expected non-interaction effect. (1) Drug 1: CC1(c2nc3c(C(N)=O)cccc3[nH]2)CCCN1. Drug 2: CCC1(O)C(=O)OCc2c1cc1n(c2=O)Cc2cc3c(CN(C)C)c(O)ccc3nc2-1. Cell line: ES2. Synergy scores: synergy=-15.2. (2) Drug 1: CCC1(O)CC2CN(CCc3c([nH]c4ccccc34)C(C(=O)OC)(c3cc4c(cc3OC)N(C)C3C(O)(C(=O)OC)C(OC(C)=O)C5(CC)C=CCN6CCC43C65)C2)C1. Drug 2: CS(=O)(=O)CCNCc1ccc(-c2ccc3ncnc(Nc4ccc(OCc5cccc(F)c5)c(Cl)c4)c3c2)o1. Cell line: ES2. Synergy scores: synergy=18.9. (3) Cell line: OV90. Drug 1: CCC1=CC2CN(C1)Cc1c([nH]c3ccccc13)C(C(=O)OC)(c1cc3c(cc1OC)N(C)C1C(O)(C(=O)OC)C(OC(C)=O)C4(CC)C=CCN5CCC31C54)C2. Drug 2: O=C(O)C1(Cc2cccc(Nc3nccs3)n2)CCC(Oc2cccc(Cl)c2F)CC1. Synergy scores: synergy=24.9. (4) Drug 1: CCC1(O)CC2CN(CCc3c([nH]c4ccccc34)C(C(=O)OC)(c3cc4c(cc3OC)N(C)C3C(O)(C(=O)OC)C(OC(C)=O)C5(CC)C=CCN6CCC43C65)C2)C1. Drug 2: NC(=O)c1cccc2cn(-c3ccc(C4CCCNC4)cc3)nc12. Cell line: T47D. Synergy scores: synergy=-48.8. (5) Drug 1: CCC1=CC2CN(C1)Cc1c([nH]c3ccccc13)C(C(=O)OC)(c1cc3c(cc1OC)N(C)C1C(O)(C(=O)OC)C(OC(C)=O)C4(CC)C=CCN5CCC31C54)C2. Drug 2: Cn1nnc2c(C(N)=O)ncn2c1=O. Cell line: MDAMB436. Synergy scores: synergy=-2.87. (6) Drug 1: CS(=O)(=O)CCNCc1ccc(-c2ccc3ncnc(Nc4ccc(OCc5cccc(F)c5)c(Cl)c4)c3c2)o1. Cell line: PA1. Synergy scores: synergy=30.2. Drug 2: Cc1nc(Nc2ncc(C(=O)Nc3c(C)cccc3Cl)s2)cc(N2CCN(CCO)CC2)n1.